Regression/Classification. Given a drug SMILES string, predict its toxicity properties. Task type varies by dataset: regression for continuous values (e.g., LD50, hERG inhibition percentage) or binary classification for toxic/non-toxic outcomes (e.g., AMES mutagenicity, cardiotoxicity, hepatotoxicity). Dataset: herg_karim. From a dataset of hERG potassium channel inhibition data for cardiac toxicity prediction from Karim et al.. (1) The drug is Cc1ccc2nc(NCCN)c3ncc(C)n3c2c1. The result is 0 (non-blocker). (2) The compound is COc1ccccc1Oc1cccc(CN2CCC(NC(=O)C3(c4ccccc4)CCNCC3)(C(=O)O)CC2)c1. The result is 0 (non-blocker). (3) The compound is COC(=O)c1coc(CN2CCN(C(=O)CC(c3ccc(F)cc3)c3ccc(C(F)(F)F)cc3)CC2)n1. The result is 1 (blocker).